This data is from Full USPTO retrosynthesis dataset with 1.9M reactions from patents (1976-2016). The task is: Predict the reactants needed to synthesize the given product. (1) Given the product [CH2:18]([C@H:14]([NH:13][C:11]([C:9]1[NH:8][C:5]2=[CH:6][N:7]=[C:2]([Cl:1])[CH:3]=[C:4]2[CH:10]=1)=[O:12])[C:15](=[O:17])[N:25]1[CH2:29][CH2:28][CH2:27][CH2:26]1)[C:19]1[CH:20]=[CH:21][CH:22]=[CH:23][CH:24]=1, predict the reactants needed to synthesize it. The reactants are: [Cl:1][C:2]1[CH:3]=[C:4]2[CH:10]=[C:9]([C:11]([NH:13][C@@H:14]([CH2:18][C:19]3[CH:24]=[CH:23][CH:22]=[CH:21][CH:20]=3)[C:15]([OH:17])=O)=[O:12])[NH:8][C:5]2=[CH:6][N:7]=1.[NH:25]1[CH2:29][CH2:28][CH2:27][CH2:26]1.C1C=CC2N(O)N=NC=2C=1.CCN(C(C)C)C(C)C.CCN=C=NCCCN(C)C. (2) Given the product [NH2:7][C@@H:8]1[CH2:12][CH2:11][N:10]([C:13]([C:15]2[CH:23]=[C:22]3[C:18]([C:19]4([CH2:40][CH2:39]4)[CH2:20][N:21]3[C:24]3[N:25]=[CH:26][C:27]([C:30]4[CH:35]=[C:34]([CH:36]5[CH2:38][CH2:37]5)[CH:33]=[CH:32][N:31]=4)=[CH:28][N:29]=3)=[CH:17][CH:16]=2)=[O:14])[CH2:9]1, predict the reactants needed to synthesize it. The reactants are: C(OC(=O)[NH:7][C@@H:8]1[CH2:12][CH2:11][N:10]([C:13]([C:15]2[CH:23]=[C:22]3[C:18]([C:19]4([CH2:40][CH2:39]4)[CH2:20][N:21]3[C:24]3[N:29]=[CH:28][C:27]([C:30]4[CH:35]=[C:34]([CH:36]5[CH2:38][CH2:37]5)[CH:33]=[CH:32][N:31]=4)=[CH:26][N:25]=3)=[CH:17][CH:16]=2)=[O:14])[CH2:9]1)(C)(C)C.C(O)(C(F)(F)F)=O. (3) Given the product [Cl:11][C:12]1[N:17]=[C:16]([NH:2][CH2:3][C:4]2([OH:32])[CH2:9][CH2:8][CH2:7][CH2:6][CH2:5]2)[C:15]([F:19])=[CH:14][N:13]=1, predict the reactants needed to synthesize it. The reactants are: Cl.[NH2:2][CH2:3][CH:4]1[CH2:9][CH2:8][CH2:7][CH2:6][CH:5]1O.[Cl:11][C:12]1[N:17]=[C:16](Cl)[C:15]([F:19])=[CH:14][N:13]=1.CCN(C(C)C)C(C)C.C([OH:32])(C)C. (4) Given the product [C:9]([C:5]1[CH:6]=[CH:7][C:2]([NH:1][C:14]2[CH:19]=[CH:18][CH:17]=[CH:16][CH:15]=2)=[CH:3][CH:4]=1)([CH3:12])([CH3:10])[CH3:8], predict the reactants needed to synthesize it. The reactants are: [NH2:1][C:2]1[CH:7]=[CH:6][CH:5]=[CH:4][CH:3]=1.[CH3:8][C:9]([CH3:12])([O-])[CH3:10].[Na+].[CH:14]1(P([CH:14]2[CH2:19][CH2:18][CH2:17][CH2:16][CH2:15]2)C2C=CC=CC=2C2C=CC=CC=2N(C)C)[CH2:19][CH2:18][CH2:17][CH2:16][CH2:15]1.C1(C)C=CC=CC=1. (5) Given the product [CH3:19][O:18][C:17]1[C:16]2[N:15]=[C:14]([NH:20][C:21](=[O:28])[C:22]3[CH:27]=[CH:26][CH:25]=[N:24][CH:23]=3)[N:13]3[CH2:29][CH2:30][N:31]=[C:12]3[C:11]=2[CH:10]=[CH:9][C:8]=1[O:7][CH2:6][CH2:5][O:4][CH2:3][CH2:2][NH:1][S:39]([C:36]1[CH:37]=[CH:38][C:33]([CH3:32])=[CH:34][CH:35]=1)(=[O:41])=[O:40], predict the reactants needed to synthesize it. The reactants are: [NH2:1][CH2:2][CH2:3][O:4][CH2:5][CH2:6][O:7][C:8]1[CH:9]=[CH:10][C:11]2[C:12]3[N:13]([CH2:29][CH2:30][N:31]=3)[C:14]([NH:20][C:21](=[O:28])[C:22]3[CH:27]=[CH:26][CH:25]=[N:24][CH:23]=3)=[N:15][C:16]=2[C:17]=1[O:18][CH3:19].[CH3:32][C:33]1[CH:38]=[CH:37][C:36]([S:39](Cl)(=[O:41])=[O:40])=[CH:35][CH:34]=1. (6) Given the product [C:13]([C:12]1[CH:11]=[CH:10][C:4]([C:5]([O:7][CH2:8][CH3:9])=[O:6])=[CH:3][C:2]=1[C:23]1[C:16]2[C:17]3[C:18]([CH2:19][CH2:31][C:32]=3[CH:27]=[CH:28][CH:29]=2)=[CH:21][CH:22]=1)#[N:14], predict the reactants needed to synthesize it. The reactants are: Br[C:2]1[CH:3]=[C:4]([CH:10]=[CH:11][C:12]=1[C:13]#[N:14])[C:5]([O:7][CH2:8][CH3:9])=[O:6].Br[C:16]1[CH:17]=[C:18]([CH:21]=[CH:22][C:23]=1F)[CH:19]=O.CO[C:27]1[CH:32]=[CH:31]C=[CH:29][C:28]=1B(O)O. (7) Given the product [Cl:16][C:17]1[CH:22]=[CH:21][CH:20]=[CH:19][C:18]=1[C:23]1[C:28]([OH:29])=[CH:27][CH:26]=[CH:25][C:24]=1[F:31], predict the reactants needed to synthesize it. The reactants are: ClC1C=CC=CC=1C1C(O)=CC=CC=1Cl.[Cl:16][C:17]1[CH:22]=[CH:21][CH:20]=[CH:19][C:18]=1[C:23]1[C:28]([O:29]C)=[CH:27][CH:26]=[CH:25][C:24]=1[F:31]. (8) Given the product [NH:29]([C:30]1[N:32]=[C:5]([C:7]2[N:11]([CH:12]([CH3:14])[CH3:13])[C:10]([CH2:15][O:16][CH3:17])=[N:9][CH:8]=2)[CH:4]=[CH:3][N:31]=1)[C:23]1[CH:28]=[CH:27][CH:26]=[CH:25][CH:24]=1, predict the reactants needed to synthesize it. The reactants are: CN(C)[CH:3]=[CH:4][C:5]([C:7]1[N:11]([CH:12]([CH3:14])[CH3:13])[C:10]([CH2:15][O:16][CH3:17])=[N:9][CH:8]=1)=O.C(=O)(O)O.[C:23]1([NH:29][C:30]([NH2:32])=[NH:31])[CH:28]=[CH:27][CH:26]=[CH:25][CH:24]=1.C[O-].[Na+]. (9) Given the product [CH3:16][CH:14]([C:11]1[CH:12]=[CH:13][C:8]([C:6]2[N:7]=[C:2]([C:42]([OH:43])([CH3:44])[CH3:41])[CH:3]=[CH:4][C:5]=2[N:17]2[CH2:18][CH2:19][N:20]([C:23]3[CH:24]=[CH:25][C:26]([CH3:29])=[CH:27][CH:28]=3)[CH2:21][CH2:22]2)=[CH:9][CH:10]=1)[CH3:15], predict the reactants needed to synthesize it. The reactants are: Br[C:2]1[N:7]=[C:6]([C:8]2[CH:13]=[CH:12][C:11]([CH:14]([CH3:16])[CH3:15])=[CH:10][CH:9]=2)[C:5]([N:17]2[CH2:22][CH2:21][N:20]([C:23]3[CH:28]=[CH:27][C:26]([CH3:29])=[CH:25][CH:24]=3)[CH2:19][CH2:18]2)=[CH:4][CH:3]=1.C([Li])CCC.CCCCCC.[CH3:41][C:42]([CH3:44])=[O:43].